This data is from Catalyst prediction with 721,799 reactions and 888 catalyst types from USPTO. The task is: Predict which catalyst facilitates the given reaction. (1) Reactant: [NH2:1][C:2]1[O:3][C@H:4]2[C@@H:6]([C@:7]([C:12]3[CH:13]=[C:14]([NH:20][C:21]([C:23]4[CH:32]=[CH:31][C:26]([C:27](=N)[O:28][CH3:29])=[CH:25][N:24]=4)=[O:22])[CH:15]=[C:16]([F:19])[C:17]=3[F:18])([CH:9]([F:11])[F:10])[N:8]=1)[CH2:5]2.Cl.C(=O)(O)[O-:35].[Na+]. Product: [NH2:1][C:2]1[O:3][C@@H:4]2[C@H:6]([C@@:7]([C:12]3[CH:13]=[C:14]([NH:20][C:21]([C:23]4[CH:32]=[CH:31][C:26]([C:27]([O:28][CH3:29])=[O:35])=[CH:25][N:24]=4)=[O:22])[CH:15]=[C:16]([F:19])[C:17]=3[F:18])([CH:9]([F:11])[F:10])[N:8]=1)[CH2:5]2. The catalyst class is: 74. (2) Reactant: [C:1]([NH:5][S:6]([C:9]1[CH:14]=[CH:13][C:12]([C:15]2[N:19]([CH2:20][CH:21]3[CH2:26][CH2:25][CH2:24][CH2:23][CH2:22]3)[CH:18]=[C:17]([C:27]([NH:29][CH2:30][CH2:31][C:32]([CH3:38])([CH3:37])[C:33]([O:35][CH3:36])=[O:34])=[O:28])[CH:16]=2)=[CH:11][C:10]=1[C:39]([F:42])([F:41])[F:40])(=[O:8])=[O:7])([CH3:4])([CH3:3])[CH3:2].C1C(=O)N([Cl:50])C(=O)C1. Product: [C:1]([NH:5][S:6]([C:9]1[CH:14]=[CH:13][C:12]([C:15]2[N:19]([CH2:20][CH:21]3[CH2:26][CH2:25][CH2:24][CH2:23][CH2:22]3)[C:18]([Cl:50])=[C:17]([C:27]([NH:29][CH2:30][CH2:31][C:32]([CH3:37])([CH3:38])[C:33]([O:35][CH3:36])=[O:34])=[O:28])[CH:16]=2)=[CH:11][C:10]=1[C:39]([F:41])([F:42])[F:40])(=[O:8])=[O:7])([CH3:2])([CH3:3])[CH3:4]. The catalyst class is: 1. (3) Reactant: [F:1][C:2]([F:43])([F:42])[C:3]1[CH:4]=[C:5]([CH:39]=[CH:40][CH:41]=1)[CH2:6][NH:7][C:8](=[O:38])[C:9]1[CH:14]=[CH:13][N:12]=[C:11]([C:15]2[CH:20]=[C:19]([N:21]3[CH2:26][CH2:25][CH2:24][CH2:23][CH2:22]3)[CH:18]=[CH:17][C:16]=2[NH:27][C:28](=[O:37])[C:29]2(CCl)[CH:34]=[CH:33][CH:32]=[CH:31][NH:30]2)[CH:10]=1.[NH:44]1[CH2:48][CH2:47][C@@H:46]([NH:49][C:50](=[O:52])[CH3:51])[CH2:45]1.[C:53](=[O:56])([O-])[O-:54].[K+].[K+].[I-].[K+]. Product: [F:1][C:2]([F:43])([F:42])[C:53]([OH:54])=[O:56].[C:50]([NH:49][C@@H:46]1[CH2:47][CH2:48][N:44]([CH2:53][C:31]2[N:30]=[C:29]([C:28]([NH:27][C:16]3[CH:17]=[CH:18][C:19]([N:21]4[CH2:26][CH2:25][CH2:24][CH2:23][CH2:22]4)=[CH:20][C:15]=3[C:11]3[CH:10]=[C:9]([C:8](=[O:38])[NH:7][CH2:6][C:5]4[CH:39]=[CH:40][CH:41]=[C:3]([C:2]([F:43])([F:1])[F:42])[CH:4]=4)[CH:14]=[CH:13][N:12]=3)=[O:37])[CH:34]=[CH:33][CH:32]=2)[CH2:45]1)(=[O:52])[CH3:51]. The catalyst class is: 42. (4) Reactant: Cl.[CH3:2][O:3][C:4](=[O:11])[C@@H:5]1[CH2:10][CH2:9][CH2:8][CH2:7][NH:6]1.CCN(CC)CC.Cl[C:20]([O:22][CH2:23][C:24]1[CH:29]=[CH:28][CH:27]=[CH:26][C:25]=1[Cl:30])=[O:21].ClC1C=CC=CC=1CO.Cl. Product: [CH3:2][O:3][C:4]([C@@H:5]1[CH2:10][CH2:9][CH2:8][CH2:7][N:6]1[C:20]([O:22][CH2:23][C:24]1[CH:29]=[CH:28][CH:27]=[CH:26][C:25]=1[Cl:30])=[O:21])=[O:11]. The catalyst class is: 124. (5) Reactant: [C:1]([C:3]1[CH:4]=[C:5]([CH:50]=[CH:51][CH:52]=1)[CH2:6][NH:7][C:8]([C:10]1[CH:11]=[C:12]([CH:47]=[CH:48][CH:49]=1)[CH2:13][NH:14][C:15]([C@:17]12[CH2:43][CH2:42][C@@H:41]([C:44]([CH3:46])=[CH2:45])[C@@H:18]1[C@@H:19]1[C@@:32]([CH3:35])([CH2:33][CH2:34]2)[C@@:31]2([CH3:36])[C@@H:22]([C@:23]3([CH3:40])[C@@H:28]([CH2:29][CH2:30]2)[C:27]([CH3:38])([CH3:37])[C@@H:26]([OH:39])[CH2:25][CH2:24]3)[CH2:21][CH2:20]1)=[O:16])=[O:9])#[N:2].[N-:53]=[N+:54]=[N-:55].[Na+].[NH4+].[Cl-].Cl. Product: [N:2]1[NH:53][N:54]=[N:55][C:1]=1[C:3]1[CH:4]=[C:5]([CH:50]=[CH:51][CH:52]=1)[CH2:6][NH:7][C:8]([C:10]1[CH:11]=[C:12]([CH:47]=[CH:48][CH:49]=1)[CH2:13][NH:14][C:15]([C@:17]12[CH2:43][CH2:42][C@@H:41]([C:44]([CH3:46])=[CH2:45])[C@@H:18]1[C@@H:19]1[C@@:32]([CH3:35])([CH2:33][CH2:34]2)[C@@:31]2([CH3:36])[C@@H:22]([C@:23]3([CH3:40])[C@@H:28]([CH2:29][CH2:30]2)[C:27]([CH3:38])([CH3:37])[C@@H:26]([OH:39])[CH2:25][CH2:24]3)[CH2:21][CH2:20]1)=[O:16])=[O:9]. The catalyst class is: 3. (6) Reactant: [C:1]1(=[O:7])O[C:4](=[O:5])[CH:3]=[CH:2]1.[NH2:8][CH2:9][CH2:10][N:11]([CH2:15][CH2:16][NH2:17])[CH2:12][CH2:13][NH2:14].[C:18]([O-:21])(=O)[CH3:19].[Na+].C(O[C:27](=[O:29])[CH3:28])(=O)C. Product: [N:11]([CH2:15][CH2:16][N:17]1[C:1](=[O:7])[CH:2]=[CH:3][C:4]1=[O:5])([CH2:12][CH2:13][N:14]1[C:18](=[O:21])[CH:19]=[CH:28][C:27]1=[O:29])[CH2:10][CH2:9][N:8]1[C:4](=[O:5])[CH:3]=[CH:2][C:1]1=[O:7]. The catalyst class is: 3. (7) Reactant: Br[C:2]1[CH:18]=[CH:17][C:5]([O:6][C:7]2[CH:14]=[CH:13][C:10]([C:11]#[N:12])=[CH:9][C:8]=2[CH:15]=[O:16])=[CH:4][C:3]=1[CH2:19][O:20]C1CCCCO1.[B:27]1(B2OC(C)(C)C(C)(C)O2)OC(C)(C)C(C)(C)[O:28]1.C([O-])(=O)C.[K+]. Product: [C:11]([C:10]1[CH:13]=[CH:14][C:7]([O:6][C:5]2[CH:17]=[CH:18][C:2]3[B:27]([OH:28])[O:20][CH2:19][C:3]=3[CH:4]=2)=[C:8]([CH:15]=[O:16])[CH:9]=1)#[N:12]. The catalyst class is: 75. (8) Reactant: [Cl-].[NH4+].[Br:3][C:4]1[CH:9]=[C:8]([N+:10]([O-])=O)[CH:7]=[C:6]([N+:13]([O-])=O)[CH:5]=1. Product: [Br:3][C:4]1[CH:5]=[C:6]([NH2:13])[CH:7]=[C:8]([NH2:10])[CH:9]=1. The catalyst class is: 190. (9) Product: [C:18]([SiH2:17][O:16][C:15]([CH3:23])([CH3:22])[C:10]1[CH:11]=[C:12]2[C:7](=[CH:8][CH:9]=1)[CH:6]=[C:5]([C:3]([NH:24][NH2:25])=[O:2])[CH:14]=[CH:13]2)([CH3:21])([CH3:20])[CH3:19]. Reactant: C[O:2][C:3]([C:5]1[CH:14]=[CH:13][C:12]2[C:7](=[CH:8][CH:9]=[C:10]([C:15]([CH3:23])([CH3:22])[O:16][SiH2:17][C:18]([CH3:21])([CH3:20])[CH3:19])[CH:11]=2)[CH:6]=1)=O.[NH2:24][NH2:25]. The catalyst class is: 6.